This data is from Forward reaction prediction with 1.9M reactions from USPTO patents (1976-2016). The task is: Predict the product of the given reaction. Given the reactants C[O:2][C:3](=[O:32])[C@@H:4]([O:29][CH2:30][CH3:31])[CH2:5][C:6]1[CH:11]=[CH:10][C:9]([O:12][CH2:13][C:14]2[N:15]=[C:16]([C:20]3[CH:25]=[CH:24][C:23]([F:26])=[C:22]([CH3:27])[CH:21]=3)[O:17][C:18]=2[CH3:19])=[CH:8][C:7]=1[Cl:28].[Li+].[OH-], predict the reaction product. The product is: [Cl:28][C:7]1[CH:8]=[C:9]([O:12][CH2:13][C:14]2[N:15]=[C:16]([C:20]3[CH:25]=[CH:24][C:23]([F:26])=[C:22]([CH3:27])[CH:21]=3)[O:17][C:18]=2[CH3:19])[CH:10]=[CH:11][C:6]=1[CH2:5][C@H:4]([O:29][CH2:30][CH3:31])[C:3]([OH:32])=[O:2].